This data is from NCI-60 drug combinations with 297,098 pairs across 59 cell lines. The task is: Regression. Given two drug SMILES strings and cell line genomic features, predict the synergy score measuring deviation from expected non-interaction effect. (1) Cell line: ACHN. Drug 1: CC(CN1CC(=O)NC(=O)C1)N2CC(=O)NC(=O)C2. Synergy scores: CSS=34.8, Synergy_ZIP=-11.3, Synergy_Bliss=-2.87, Synergy_Loewe=-6.59, Synergy_HSA=-2.23. Drug 2: C1=CC=C(C(=C1)C(C2=CC=C(C=C2)Cl)C(Cl)Cl)Cl. (2) Drug 1: C1=CC(=CC=C1CCCC(=O)O)N(CCCl)CCCl. Drug 2: CC(C)(C#N)C1=CC(=CC(=C1)CN2C=NC=N2)C(C)(C)C#N. Cell line: HOP-92. Synergy scores: CSS=17.9, Synergy_ZIP=-11.1, Synergy_Bliss=-15.4, Synergy_Loewe=-14.2, Synergy_HSA=-14.1. (3) Cell line: COLO 205. Synergy scores: CSS=41.2, Synergy_ZIP=-3.38, Synergy_Bliss=-9.36, Synergy_Loewe=-8.67, Synergy_HSA=-8.63. Drug 1: COC1=CC(=CC(=C1O)OC)C2C3C(COC3=O)C(C4=CC5=C(C=C24)OCO5)OC6C(C(C7C(O6)COC(O7)C8=CC=CS8)O)O. Drug 2: C#CCC(CC1=CN=C2C(=N1)C(=NC(=N2)N)N)C3=CC=C(C=C3)C(=O)NC(CCC(=O)O)C(=O)O. (4) Drug 1: C1=CC(=CC=C1C#N)C(C2=CC=C(C=C2)C#N)N3C=NC=N3. Drug 2: CC1CCC2CC(C(=CC=CC=CC(CC(C(=O)C(C(C(=CC(C(=O)CC(OC(=O)C3CCCCN3C(=O)C(=O)C1(O2)O)C(C)CC4CCC(C(C4)OC)O)C)C)O)OC)C)C)C)OC. Cell line: IGROV1. Synergy scores: CSS=-4.42, Synergy_ZIP=2.88, Synergy_Bliss=1.55, Synergy_Loewe=-7.90, Synergy_HSA=-7.16. (5) Drug 1: CC1=C(C=C(C=C1)NC(=O)C2=CC=C(C=C2)CN3CCN(CC3)C)NC4=NC=CC(=N4)C5=CN=CC=C5. Drug 2: CN1C2=C(C=C(C=C2)N(CCCl)CCCl)N=C1CCCC(=O)O.Cl. Cell line: COLO 205. Synergy scores: CSS=-2.15, Synergy_ZIP=0.190, Synergy_Bliss=-0.463, Synergy_Loewe=-2.31, Synergy_HSA=-2.52. (6) Drug 1: CC1C(C(CC(O1)OC2CC(CC3=C2C(=C4C(=C3O)C(=O)C5=C(C4=O)C(=CC=C5)OC)O)(C(=O)CO)O)N)O. Drug 2: CC(C)(C1=NC(=CC=C1)N2C3=NC(=NC=C3C(=O)N2CC=C)NC4=CC=C(C=C4)N5CCN(CC5)C)O. Cell line: NCI-H460. Synergy scores: CSS=61.1, Synergy_ZIP=2.60, Synergy_Bliss=2.67, Synergy_Loewe=0.112, Synergy_HSA=5.11. (7) Cell line: NCI-H460. Drug 1: C1=NC2=C(N=C(N=C2N1C3C(C(C(O3)CO)O)F)Cl)N. Drug 2: COCCOC1=C(C=C2C(=C1)C(=NC=N2)NC3=CC=CC(=C3)C#C)OCCOC.Cl. Synergy scores: CSS=-0.927, Synergy_ZIP=-0.000990, Synergy_Bliss=0.917, Synergy_Loewe=-0.476, Synergy_HSA=-0.692.